Dataset: Catalyst prediction with 721,799 reactions and 888 catalyst types from USPTO. Task: Predict which catalyst facilitates the given reaction. (1) Reactant: C[O:2][C:3]([C:5]1[C:6]([NH2:15])=[C:7]([Cl:14])[C:8]2[C:9]([CH:13]=1)=[N:10][S:11][N:12]=2)=[O:4].[OH-].[Na+]. Product: [NH2:15][C:6]1[C:5]([C:3]([OH:4])=[O:2])=[CH:13][C:9]2=[N:10][S:11][N:12]=[C:8]2[C:7]=1[Cl:14]. The catalyst class is: 169. (2) Reactant: [F:1][C:2]1[CH:3]=[C:4]([C@@H:12]2[CH2:17][C@H:16]([C:18]3[O:22][NH:21][C:20](=[O:23])[CH:19]=3)[CH2:15][CH2:14][N:13]2C(OC)=O)[CH:5]=[CH:6][C:7]=1[C:8]([F:11])([F:10])[F:9].C(O)(=O)C. Product: [F:1][C:2]1[CH:3]=[C:4]([C@@H:12]2[CH2:17][C@H:16]([C:18]3[O:22][NH:21][C:20](=[O:23])[CH:19]=3)[CH2:15][CH2:14][NH:13]2)[CH:5]=[CH:6][C:7]=1[C:8]([F:9])([F:10])[F:11]. The catalyst class is: 201.